Dataset: Full USPTO retrosynthesis dataset with 1.9M reactions from patents (1976-2016). Task: Predict the reactants needed to synthesize the given product. (1) Given the product [O:12]=[C:13]1[O:19][C@H:18]([C@H:20]([CH2:22][OH:23])[OH:21])[C:16]([O-:17])=[C:14]1[OH:15].[CH2:1]([O:3][C:4]([CH2:6][N:7]([C:9](=[NH:10])[NH2:11])[CH3:8])=[O:5])[CH3:2], predict the reactants needed to synthesize it. The reactants are: [CH2:1]([O:3][C:4]([CH2:6][N:7]([C:9](=[NH:11])[NH2:10])[CH3:8])=[O:5])[CH3:2].[O:12]=[C:13]1[O:19][C@H:18]([C@H:20]([CH2:22][OH:23])[OH:21])[C:16]([OH:17])=[C:14]1[OH:15]. (2) Given the product [S:43]([OH:46])([OH:45])(=[O:44])=[O:42].[CH2:1]([N:3]1[C:11]2[C:10](=[O:12])[NH:9][C:8]([C:13]3[CH:18]=[C:17]([S:19]([N:22]4[CH2:23][CH2:24][N:25]([CH2:28][CH2:29][O:30][C:31](=[O:34])[CH2:32][CH3:33])[CH2:26][CH2:27]4)(=[O:20])=[O:21])[CH:16]=[CH:15][C:14]=3[O:35][CH2:36][CH2:37][CH3:38])=[N:7][C:6]=2[C:5]([CH2:39][CH2:40][CH3:41])=[CH:4]1)[CH3:2], predict the reactants needed to synthesize it. The reactants are: [CH2:1]([N:3]1[C:11]2[C:10](=[O:12])[NH:9][C:8]([C:13]3[CH:18]=[C:17]([S:19]([N:22]4[CH2:27][CH2:26][N:25]([CH2:28][CH2:29][O:30][C:31](=[O:34])[CH2:32][CH3:33])[CH2:24][CH2:23]4)(=[O:21])=[O:20])[CH:16]=[CH:15][C:14]=3[O:35][CH2:36][CH2:37][CH3:38])=[N:7][C:6]=2[C:5]([CH2:39][CH2:40][CH3:41])=[CH:4]1)[CH3:2].[OH:42][S:43]([OH:46])(=[O:45])=[O:44].